Task: Predict the reaction yield, written as a fraction of the theoretical maximum amount of product (1.0 means a 100% yield; for example, 0.34 means a 34% yield).. Dataset: Reaction yield outcomes from USPTO patents with 853,638 reactions (1) The reactants are [NH2:1][C:2]1[CH:3]=[C:4]2[C:8](=[CH:9][CH:10]=1)[NH:7][C:6]([C:11]([CH3:22])([CH3:21])[CH2:12][NH:13][C:14](=[O:20])[O:15][C:16]([CH3:19])([CH3:18])[CH3:17])=[CH:5]2.[O:23]1[C:27]2[CH:28]=[C:29]([C:32]3([C:35](O)=[O:36])[CH2:34][CH2:33]3)[CH:30]=[CH:31][C:26]=2[O:25][CH2:24]1.C(Cl)CCl.C1C=CC2N(O)N=NC=2C=1.CCN(CC)CC. The catalyst is CN(C=O)C.O. The product is [O:25]1[C:26]2[CH:31]=[CH:30][C:29]([C:32]3([C:35]([NH:1][C:2]4[CH:3]=[C:4]5[C:8](=[CH:9][CH:10]=4)[NH:7][C:6]([C:11]([CH3:22])([CH3:21])[CH2:12][NH:13][C:14](=[O:20])[O:15][C:16]([CH3:17])([CH3:19])[CH3:18])=[CH:5]5)=[O:36])[CH2:33][CH2:34]3)=[CH:28][C:27]=2[O:23][CH2:24]1. The yield is 0.940. (2) The reactants are [C:1]([C:4]1[CH:14]=[CH:13][C:7]([O:8][CH2:9][C:10]([OH:12])=O)=[CH:6][CH:5]=1)(=[O:3])[CH3:2].[CH3:15][O:16][C:17](=[O:25])[C:18]1[CH:23]=[CH:22][CH:21]=[C:20]([NH2:24])[CH:19]=1.C1C=CC2N(O)N=NC=2C=1.CCN(C(C)C)C(C)C. The catalyst is CN(C=O)C. The product is [CH3:15][O:16][C:17](=[O:25])[C:18]1[CH:23]=[CH:22][CH:21]=[C:20]([NH:24][C:10](=[O:12])[CH2:9][O:8][C:7]2[CH:6]=[CH:5][C:4]([C:1](=[O:3])[CH3:2])=[CH:14][CH:13]=2)[CH:19]=1. The yield is 0.970. (3) The reactants are [CH:1]1([C:7]([C:9]2[O:10][C:11]3[CH:18]=[CH:17][C:16]([OH:19])=[CH:15][C:12]=3[C:13]=2[CH3:14])=[O:8])[CH2:6][CH2:5][CH2:4][CH2:3][CH2:2]1.[CH3:20][S:21][CH2:22][CH2:23]O.C(P(CCCC)CCCC)CCC.N(C(N1CCCCC1)=O)=NC(N1CCCCC1)=O. The catalyst is O1CCCC1. The product is [CH:1]1([C:7]([C:9]2[O:10][C:11]3[CH:18]=[CH:17][C:16]([O:19][CH2:23][CH2:22][S:21][CH3:20])=[CH:15][C:12]=3[C:13]=2[CH3:14])=[O:8])[CH2:2][CH2:3][CH2:4][CH2:5][CH2:6]1. The yield is 0.760. (4) The reactants are C(N(CC)C(C)C)(C)C.C([O:13][C:14]1[CH:19]=[CH:18][C:17]([C:20]([OH:29])([C:25]([F:28])([F:27])[F:26])[C:21]([F:24])([F:23])[F:22])=[CH:16][C:15]=1[CH2:30][CH2:31][CH3:32])(=O)C.[CH3:33][O:34][CH2:35]Cl.C(=O)([O-])[O-].[K+].[K+]. The yield is 0.790. The catalyst is ClCCl.O.CO. The product is [F:26][C:25]([F:28])([F:27])[C:20]([C:17]1[CH:18]=[CH:19][C:14]([OH:13])=[C:15]([CH2:30][CH2:31][CH3:32])[CH:16]=1)([O:29][CH2:33][O:34][CH3:35])[C:21]([F:23])([F:24])[F:22]. (5) The reactants are C([O:3][C:4]([CH:6]1[CH:11]([CH3:12])[CH2:10][C:9](=O)[N:8]([CH2:14][CH2:15][C:16]2[CH:21]=[CH:20][C:19]([F:22])=[CH:18][CH:17]=2)[C:7]1=O)=O)C.[H-].[Al+3].[Li+].[H-].[H-].[H-]. The catalyst is O1CCCC1. The product is [F:22][C:19]1[CH:20]=[CH:21][C:16]([CH2:15][CH2:14][N:8]2[CH2:9][CH2:10][C@@H:11]([CH3:12])[C@H:6]([CH2:4][OH:3])[CH2:7]2)=[CH:17][CH:18]=1. The yield is 0.460.